Dataset: Forward reaction prediction with 1.9M reactions from USPTO patents (1976-2016). Task: Predict the product of the given reaction. Given the reactants [Cl:1][C:2]1[C:7](I)=[CH:6][N:5]=[CH:4][N:3]=1.[Li]CCCC.CCCCCC.[Si:20]([O:27][CH2:28][C:29]1[CH:30]=[C:31]([CH:34]=[O:35])[O:32][CH:33]=1)([C:23]([CH3:26])([CH3:25])[CH3:24])([CH3:22])[CH3:21], predict the reaction product. The product is: [Si:20]([O:27][CH2:28][C:29]1[CH:30]=[C:31]([CH:34]([C:7]2[C:2]([Cl:1])=[N:3][CH:4]=[N:5][CH:6]=2)[OH:35])[O:32][CH:33]=1)([C:23]([CH3:26])([CH3:25])[CH3:24])([CH3:22])[CH3:21].